This data is from Forward reaction prediction with 1.9M reactions from USPTO patents (1976-2016). The task is: Predict the product of the given reaction. (1) Given the reactants [OH:1][C:2]1[C:7]2[O:8][C:9]([CH3:11])=[CH:10][C:6]=2[C:5]([CH:12]=[O:13])=[CH:4][CH:3]=1.C(=O)([O-])[O-].[K+].[K+].[CH:20]1(Br)[CH2:24][CH2:23][CH2:22][CH2:21]1.O, predict the reaction product. The product is: [CH:20]1([O:1][C:2]2[C:7]3[O:8][C:9]([CH3:11])=[CH:10][C:6]=3[C:5]([CH:12]=[O:13])=[CH:4][CH:3]=2)[CH2:24][CH2:23][CH2:22][CH2:21]1. (2) Given the reactants Cl.[Cl:2][C:3]1[N:8]=[CH:7][C:6]([C:9]2([OH:22])[CH2:14][CH2:13][N:12](C(OC(C)(C)C)=O)[CH2:11][CH2:10]2)=[CH:5][CH:4]=1, predict the reaction product. The product is: [Cl:2][C:3]1[N:8]=[CH:7][C:6]([C:9]2([OH:22])[CH2:10][CH2:11][NH:12][CH2:13][CH2:14]2)=[CH:5][CH:4]=1. (3) Given the reactants C[Si](C)(C)N[Si](C)(C)C.[Li].ClC1C=CC=CN=1.[Cl:18][C:19]1[C:24]([CH:25]=[C:26]2[N:31]([CH3:32])[C:30](=[O:33])[CH:29]([CH3:34])[N:28]([CH3:35])[C:27]2=[O:36])=[CH:23][CH:22]=[CH:21][N:20]=1.[CH2:37]([O:44][C:45]1[CH:50]=[CH:49][CH:48]=[C:47]([CH2:51]Cl)[CH:46]=1)[C:38]1[CH:43]=[CH:42][CH:41]=[CH:40][CH:39]=1.C(O)(=O)CC(CC(O)=O)(C(O)=O)O, predict the reaction product. The product is: [CH2:37]([O:44][C:45]1[CH:46]=[C:47]([CH:48]=[CH:49][CH:50]=1)[CH2:51][C:29]1([CH3:34])[N:28]([CH3:35])[C:27](=[O:36])[C:26](=[CH:25][C:24]2[C:19]([Cl:18])=[N:20][CH:21]=[CH:22][CH:23]=2)[N:31]([CH3:32])[C:30]1=[O:33])[C:38]1[CH:39]=[CH:40][CH:41]=[CH:42][CH:43]=1. (4) The product is: [Cl:4][C:5]1[CH:10]=[CH:9][CH:8]=[C:7]([Cl:11])[C:6]=1[NH:12][C:13]([NH:15][C:16]1[C:17]([C:26]([N:28]([CH2:41][C:42]2[CH:43]=[CH:44][CH:45]=[CH:46][CH:47]=2)[C@H:29]([C:37]([OH:39])=[O:38])[CH2:30][C:31]2[CH:32]=[CH:33][CH:34]=[CH:35][CH:36]=2)=[O:27])=[CH:18][C:19]2[C:24]([CH:25]=1)=[CH:23][CH:22]=[CH:21][CH:20]=2)=[O:14]. Given the reactants O.[OH-].[Li+].[Cl:4][C:5]1[CH:10]=[CH:9][CH:8]=[C:7]([Cl:11])[C:6]=1[NH:12][C:13]([NH:15][C:16]1[C:17]([C:26]([N:28]([CH2:41][C:42]2[CH:47]=[CH:46][CH:45]=[CH:44][CH:43]=2)[C@H:29]([C:37]([O:39]C)=[O:38])[CH2:30][C:31]2[CH:36]=[CH:35][CH:34]=[CH:33][CH:32]=2)=[O:27])=[CH:18][C:19]2[C:24]([CH:25]=1)=[CH:23][CH:22]=[CH:21][CH:20]=2)=[O:14].O.Cl, predict the reaction product. (5) Given the reactants [CH3:1][O:2][C:3]1[CH:4]=[C:5]2[C:10](=[CH:11][CH:12]=1)[N:9]=[C:8]([C:13]1[CH:22]=[CH:21][C:16]([C:17]([O:19][CH3:20])=[O:18])=[CH:15][CH:14]=1)[CH:7]=[CH:6]2.[Br:23]Br, predict the reaction product. The product is: [Br:23][C:4]1[C:3]([O:2][CH3:1])=[CH:12][CH:11]=[C:10]2[C:5]=1[CH:6]=[CH:7][C:8]([C:13]1[CH:22]=[CH:21][C:16]([C:17]([O:19][CH3:20])=[O:18])=[CH:15][CH:14]=1)=[N:9]2. (6) Given the reactants C[O:2][C:3](=[O:27])[CH2:4][C:5]1[C:13]2[C:8](=[N:9][CH:10]=[CH:11][C:12]=2[Cl:14])[N:7]([S:15]([C:18]2[CH:23]=[CH:22][C:21]([Cl:24])=[C:20]([Cl:25])[CH:19]=2)(=[O:17])=[O:16])[C:6]=1[CH3:26].B(Br)(Br)Br, predict the reaction product. The product is: [Cl:14][C:12]1[CH:11]=[CH:10][N:9]=[C:8]2[N:7]([S:15]([C:18]3[CH:23]=[CH:22][C:21]([Cl:24])=[C:20]([Cl:25])[CH:19]=3)(=[O:17])=[O:16])[C:6]([CH3:26])=[C:5]([CH2:4][C:3]([OH:27])=[O:2])[C:13]=12. (7) Given the reactants [Cl:1][C:2]1[CH:7]=[CH:6][C:5]([C:8]2[CH:13]=[C:12]([C:14]([F:17])([F:16])[F:15])[N:11]=[C:10]([C:18]3[CH:23]=[CH:22][N:21]=[C:20](Cl)[CH:19]=3)[N:9]=2)=[CH:4][C:3]=1[CH3:25].[NH2:26][C:27]1[CH:32]=[CH:31][C:30](B2OC(C)(C)C(C)(C)O2)=[CH:29][N:28]=1, predict the reaction product. The product is: [Cl:1][C:2]1[CH:7]=[CH:6][C:5]([C:8]2[CH:13]=[C:12]([C:14]([F:17])([F:15])[F:16])[N:11]=[C:10]([C:18]3[CH:23]=[CH:22][N:21]=[C:20]([C:30]4[CH:29]=[N:28][C:27]([NH2:26])=[CH:32][CH:31]=4)[CH:19]=3)[N:9]=2)=[CH:4][C:3]=1[CH3:25].